Dataset: NCI-60 drug combinations with 297,098 pairs across 59 cell lines. Task: Regression. Given two drug SMILES strings and cell line genomic features, predict the synergy score measuring deviation from expected non-interaction effect. Drug 1: CN(CCCl)CCCl.Cl. Drug 2: COC1=C2C(=CC3=C1OC=C3)C=CC(=O)O2. Cell line: NCI-H226. Synergy scores: CSS=-0.847, Synergy_ZIP=-0.669, Synergy_Bliss=-1.60, Synergy_Loewe=-2.58, Synergy_HSA=-1.86.